From a dataset of Catalyst prediction with 721,799 reactions and 888 catalyst types from USPTO. Predict which catalyst facilitates the given reaction. (1) Reactant: [Cl:1][C:2]1[CH:3]=[C:4]2[C:8](=[CH:9][CH:10]=1)[NH:7][CH:6]=[C:5]2[CH2:11][CH2:12][NH:13][C:14](=[O:22])[C:15]1[CH:20]=[CH:19][C:18](I)=[CH:17][CH:16]=1.[C:23]1([CH3:32])[CH:28]=[CH:27][CH:26]=[C:25](B(O)O)[CH:24]=1.C(=O)([O-])[O-].[Na+].[Na+]. Product: [Cl:1][C:2]1[CH:3]=[C:4]2[C:8](=[CH:9][CH:10]=1)[NH:7][CH:6]=[C:5]2[CH2:11][CH2:12][NH:13][C:14]([C:15]1[CH:20]=[CH:19][C:18]([C:25]2[CH:26]=[CH:27][CH:28]=[C:23]([CH3:32])[CH:24]=2)=[CH:17][CH:16]=1)=[O:22]. The catalyst class is: 437. (2) Reactant: [Cl:1][C:2]1[CH:3]=[C:4]2[C:8](=[CH:9][CH:10]=1)[NH:7][C:6]([C:11]([NH:13][C@H:14]1[C@H:18]([NH:19][C:20]([C:22]3[S:23][C:24]4[CH2:25][N:26]([CH3:31])[CH2:27][CH2:28][C:29]=4[N:30]=3)=[O:21])[CH2:17][N:16]([S:32]([CH2:35][C:36]([O:38]C)=[O:37])(=[O:34])=[O:33])[CH2:15]1)=[O:12])=[CH:5]2.O.[OH-].[Li+].Cl. Product: [Cl:1][C:2]1[CH:3]=[C:4]2[C:8](=[CH:9][CH:10]=1)[NH:7][C:6]([C:11]([NH:13][C@H:14]1[C@H:18]([NH:19][C:20]([C:22]3[S:23][C:24]4[CH2:25][N:26]([CH3:31])[CH2:27][CH2:28][C:29]=4[N:30]=3)=[O:21])[CH2:17][N:16]([S:32]([CH2:35][C:36]([OH:38])=[O:37])(=[O:34])=[O:33])[CH2:15]1)=[O:12])=[CH:5]2. The catalyst class is: 30. (3) Reactant: Cl[C:2]1[N:7]=[CH:6][C:5]([O:8][C:9]2[CH:10]=[C:11]([N:15]([CH3:17])[CH3:16])[CH:12]=[CH:13][CH:14]=2)=[CH:4][CH:3]=1.[CH2:18]([O:25][C:26]1[CH:27]=[C:28]([CH:30]=[CH:31][CH:32]=1)[NH2:29])[C:19]1[CH:24]=[CH:23][CH:22]=[CH:21][CH:20]=1.C1(P(C2C=CC=CC=2)C2C3OC4C(=CC=CC=4P(C4C=CC=CC=4)C4C=CC=CC=4)C(C)(C)C=3C=CC=2)C=CC=CC=1.C(=O)([O-])[O-].[Cs+].[Cs+]. The catalyst class is: 155. Product: [CH2:18]([O:25][C:26]1[CH:27]=[C:28]([NH:29][C:2]2[CH:3]=[CH:4][C:5]([O:8][C:9]3[CH:14]=[CH:13][CH:12]=[C:11]([N:15]([CH3:17])[CH3:16])[CH:10]=3)=[CH:6][N:7]=2)[CH:30]=[CH:31][CH:32]=1)[C:19]1[CH:20]=[CH:21][CH:22]=[CH:23][CH:24]=1. (4) Reactant: [N:1]1[C:10]2[C:5](=[CH:6][CH:7]=[CH:8][CH:9]=2)[N:4]=[CH:3][C:2]=1[C:11]1[CH:12]=[C:13]([NH2:17])[CH:14]=[CH:15][CH:16]=1.CCN(C(C)C)C(C)C.[C:27](Cl)(=[O:30])[CH2:28][CH3:29]. Product: [N:1]1[C:10]2[C:5](=[CH:6][CH:7]=[CH:8][CH:9]=2)[N:4]=[CH:3][C:2]=1[C:11]1[CH:12]=[C:13]([NH:17][C:27](=[O:30])[CH2:28][CH3:29])[CH:14]=[CH:15][CH:16]=1. The catalyst class is: 56. (5) Reactant: [Br:1][CH2:2][C:3]1[CH:12]=[CH:11][C:10]2[C:5](=[CH:6][CH:7]=[CH:8][CH:9]=2)[N:4]=1.[C:13]1([P:19]([C:26]2[CH:31]=[CH:30][CH:29]=[CH:28][CH:27]=2)[C:20]2[CH:25]=[CH:24][CH:23]=[CH:22][CH:21]=2)[CH:18]=[CH:17][CH:16]=[CH:15][CH:14]=1. Product: [Br-:1].[C:26]1([P+:19]([C:13]2[CH:14]=[CH:15][CH:16]=[CH:17][CH:18]=2)([C:20]2[CH:25]=[CH:24][CH:23]=[CH:22][CH:21]=2)[CH2:2][C:3]2[CH:12]=[CH:11][C:10]3[C:5](=[CH:6][CH:7]=[CH:8][CH:9]=3)[N:4]=2)[CH:27]=[CH:28][CH:29]=[CH:30][CH:31]=1. The catalyst class is: 11.